From a dataset of Catalyst prediction with 721,799 reactions and 888 catalyst types from USPTO. Predict which catalyst facilitates the given reaction. (1) Reactant: [NH2:1][C:2]([CH3:28])([CH3:27])[C:3]([N:5]1[CH2:9][C@H:8]([OH:10])[CH2:7][C@H:6]1[C:11]([NH:13][CH2:14][C:15]1[CH:20]=[CH:19][C:18]([C:21]2[S:25][CH:24]=[N:23][C:22]=2[CH3:26])=[CH:17][CH:16]=1)=[O:12])=[O:4].[CH3:29][O:30][CH2:31][CH2:32][C:33](O)=[O:34].CCN(C(C)C)C(C)C.CN(C(ON1N=NC2C=CC=NC1=2)=[N+](C)C)C.F[P-](F)(F)(F)(F)F. Product: [OH:10][C@H:8]1[CH2:9][N:5]([C:3](=[O:4])[C:2]([NH:1][C:33](=[O:34])[CH2:32][CH2:31][O:30][CH3:29])([CH3:28])[CH3:27])[C@H:6]([C:11]([NH:13][CH2:14][C:15]2[CH:20]=[CH:19][C:18]([C:21]3[S:25][CH:24]=[N:23][C:22]=3[CH3:26])=[CH:17][CH:16]=2)=[O:12])[CH2:7]1. The catalyst class is: 3. (2) Reactant: [Br:1][C:2]1[CH:3]=[CH:4][C:5]([O:15][CH2:16][C:17]2[CH:22]=[CH:21][C:20]([F:23])=[CH:19][CH:18]=2)=[C:6]([C:8](=O)[CH2:9][CH2:10][C:11](=O)[CH3:12])[CH:7]=1.[C:24]([NH:27][C:28]1[CH:29]=[C:30]([CH:34]=[C:35]([NH2:37])[CH:36]=1)[C:31]([OH:33])=[O:32])(=[O:26])[CH3:25].CC1C=CC(S(O)(=O)=O)=CC=1. Product: [Br:1][C:2]1[CH:3]=[CH:4][C:5]([O:15][CH2:16][C:17]2[CH:22]=[CH:21][C:20]([F:23])=[CH:19][CH:18]=2)=[C:6]([C:8]2[N:37]([C:35]3[CH:34]=[C:30]([CH:29]=[C:28]([NH:27][C:24](=[O:26])[CH3:25])[CH:36]=3)[C:31]([OH:33])=[O:32])[C:11]([CH3:12])=[CH:10][CH:9]=2)[CH:7]=1. The catalyst class is: 296. (3) Reactant: CSC.B.[Br:5][CH2:6][C:7]1[CH:12]=[CH:11][C:10]([CH2:13][C:14](O)=[O:15])=[CH:9][CH:8]=1.CO. Product: [Br:5][CH2:6][C:7]1[CH:12]=[CH:11][C:10]([CH2:13][CH2:14][OH:15])=[CH:9][CH:8]=1. The catalyst class is: 1. (4) Reactant: [Mg+2].[Br-].[Br-].[Li]CCCC.[O:9]1[CH:13]=[CH:12][N:11]=[CH:10]1.I[C:15]1[CH:20]=[CH:19][C:18]([N:21]2[CH2:26][CH2:25][CH:24]([CH:27]3[CH2:32][CH2:31][N:30]([C:33]([O:35][C:36]([CH3:39])([CH3:38])[CH3:37])=[O:34])[CH2:29][CH2:28]3)[CH2:23][CH2:22]2)=[CH:17][CH:16]=1. Product: [C:36]([O:35][C:33]([N:30]1[CH2:31][CH2:32][CH:27]([CH:24]2[CH2:23][CH2:22][N:21]([C:18]3[CH:19]=[CH:20][C:15]([C:10]4[O:9][CH:13]=[CH:12][N:11]=4)=[CH:16][CH:17]=3)[CH2:26][CH2:25]2)[CH2:28][CH2:29]1)=[O:34])([CH3:39])([CH3:37])[CH3:38]. The catalyst class is: 450. (5) Reactant: C([N-]C(C)C)(C)C.[Li+].[Cl:9][C:10]1[CH:11]=[N:12][CH:13]=[CH:14][C:15]=1[CH3:16].Cl[CH2:18][C:19](=[O:24])[C:20]([CH3:23])([CH3:22])[CH3:21].[Cl-].[NH4+]. Product: [C:20]([C:19]1([CH2:16][C:15]2[CH:14]=[CH:13][N:12]=[CH:11][C:10]=2[Cl:9])[CH2:18][O:24]1)([CH3:23])([CH3:22])[CH3:21]. The catalyst class is: 1. (6) The catalyst class is: 131. Product: [OH:30][C@H:2]1[CH2:6][CH2:5][N:4]([CH2:7][CH2:8][CH2:9][O:10][C:11]2[CH:16]=[CH:15][C:14]([C:17]3[CH:22]=[CH:21][C:20]([C:23]#[N:24])=[CH:19][CH:18]=3)=[CH:13][CH:12]=2)[CH2:3]1. Reactant: N[C@@H:2]1[CH2:6][CH2:5][N:4]([CH2:7][CH2:8][CH2:9][O:10][C:11]2[CH:16]=[CH:15][C:14]([C:17]3[CH:22]=[CH:21][C:20]([C:23]#[N:24])=[CH:19][CH:18]=3)=[CH:13][CH:12]=2)[CH2:3]1.N1CC[C@H]([OH:30])C1.C(=O)([O-])[O-].[K+].[K+].[I-].[K+].